This data is from Catalyst prediction with 721,799 reactions and 888 catalyst types from USPTO. The task is: Predict which catalyst facilitates the given reaction. (1) Reactant: Cl.[Br:2][C:3]1[CH:12]=[CH:11][CH:10]=[C:9]2[C:4]=1[CH2:5][CH2:6][NH:7][CH2:8]2.CCN([CH:19]([CH3:21])[CH3:20])C(C)C.[BH-](OC(C)=O)(OC(C)=O)[O:23]C(C)=O.[Na+].[CH2:36]1C[O:39][CH2:38][CH2:37]1. Product: [Br:2][C:3]1[CH:12]=[CH:11][CH:10]=[C:9]2[C:4]=1[CH2:5][CH2:6][N:7]([CH2:36][C@H:37]1[CH2:38][O:39][C:19]([CH3:20])([CH3:21])[O:23]1)[CH2:8]2. The catalyst class is: 13. (2) Reactant: C[O:2][CH:3](OC)[CH2:4][O:5][CH:6]1[CH2:11][CH2:10][CH2:9][CH2:8][CH2:7]1.S(=O)(=O)(O)O. Product: [CH:6]1([O:5][CH2:4][CH:3]=[O:2])[CH2:11][CH2:10][CH2:9][CH2:8][CH2:7]1. The catalyst class is: 6. (3) Reactant: [C:1]([O:5][C:6](=[O:15])[CH2:7]/[N:8]=[CH:9]/[CH2:10][C:11]([CH3:14])([CH3:13])[CH3:12])([CH3:4])([CH3:3])[CH3:2].[Cl:16][C:17]1[C:18]([F:34])=[C:19](/[CH:23]=[C:24](/[C:27]2[CH:32]=[CH:31][C:30]([Cl:33])=[CH:29][CH:28]=2)\[C:25]#[N:26])[CH:20]=[CH:21][CH:22]=1.C(N(CC)CC)C. Product: [C:1]([O:5][C:6]([CH:7]1[CH:23]([C:19]2[CH:20]=[CH:21][CH:22]=[C:17]([Cl:16])[C:18]=2[F:34])[C:24]([C:27]2[CH:28]=[CH:29][C:30]([Cl:33])=[CH:31][CH:32]=2)([C:25]#[N:26])[CH:9]([CH2:10][C:11]([CH3:14])([CH3:13])[CH3:12])[NH:8]1)=[O:15])([CH3:4])([CH3:3])[CH3:2]. The catalyst class is: 26. (4) Reactant: [N+:1]([O:4][CH2:5][C:6]1[CH:14]=[CH:13][C:9]([C:10]([OH:12])=O)=[CH:8][CH:7]=1)([O-:3])=[O:2].[CH3:15][C:16]1[CH:17]=[CH:18][C:19]([C:22]2[N:26]([C:27]3[CH:28]=[CH:29][C:30]([S:33]([NH2:36])(=[O:35])=[O:34])=[CH:31][CH:32]=3)[N:25]=[C:24]([C:37]([F:40])([F:39])[F:38])[CH:23]=2)=[CH:20][CH:21]=1.CCN=C=NCCCN(C)C.[NH4+].[Cl-]. Product: [N+:1]([O-:3])([O:4][CH2:5][C:6]1[CH:7]=[CH:8][C:9]([C:10]([NH:36][S:33]([C:30]2[CH:29]=[CH:28][C:27]([N:26]3[C:22]([C:19]4[CH:20]=[CH:21][C:16]([CH3:15])=[CH:17][CH:18]=4)=[CH:23][C:24]([C:37]([F:38])([F:39])[F:40])=[N:25]3)=[CH:32][CH:31]=2)(=[O:35])=[O:34])=[O:12])=[CH:13][CH:14]=1)=[O:2]. The catalyst class is: 91. (5) Reactant: Br[C:2]1[C:3]([NH2:9])=[N:4][CH:5]=[C:6]([Br:8])[N:7]=1.[NH2:10][CH2:11][C:12]1[CH:17]=[CH:16][C:15]([OH:18])=[CH:14][CH:13]=1. Product: [NH2:9][C:3]1[C:2]([NH:10][CH2:11][C:12]2[CH:17]=[CH:16][C:15]([OH:18])=[CH:14][CH:13]=2)=[N:7][C:6]([Br:8])=[CH:5][N:4]=1. The catalyst class is: 16. (6) Reactant: [CH:1]1([CH2:7][C@H:8]([N:12]2[CH2:16][C:15]([O:17][C:18]3[CH:23]=[CH:22][CH:21]=[CH:20][C:19]=3[O:24][CH:25]([CH3:27])[CH3:26])=[CH:14][C:13]2=[O:28])[C:9]([OH:11])=O)[CH2:6][CH2:5][CH2:4][CH2:3][CH2:2]1.Cl.[CH3:30]N(C)CCCN=C=NCC.C(N(CC)C(C)C)(C)C.ON1C2C=CC=CC=2N=N1.Cl.[OH:61][C@@H:62]([CH2:92]O)[CH2:63][N:64]1[CH:68]=[CH:67][C:66]([NH:69]C(=O)[C@@H](N2CC(OC3C=CC=C(Cl)C=3Cl)=CC2=O)CC(C)C)=[N:65]1. Product: [CH:1]1([CH2:7][C@H:8]([N:12]2[CH2:16][C:15]([O:17][C:18]3[CH:23]=[CH:22][CH:21]=[CH:20][C:19]=3[O:24][CH:25]([CH3:27])[CH3:26])=[CH:14][C:13]2=[O:28])[C:9]([NH:69][C:66]2[CH:67]=[CH:68][N:64]([CH2:63][C:62]([OH:61])([CH3:92])[CH3:30])[N:65]=2)=[O:11])[CH2:6][CH2:5][CH2:4][CH2:3][CH2:2]1. The catalyst class is: 96. (7) Reactant: [C:1](Cl)([Cl:3])=[O:2].[NH2:5][C:6]1[CH:7]=[N:8][CH:9]=[CH:10][CH:11]=1.N1C=CC=CC=1. Product: [ClH:3].[N:8]1[CH:9]=[CH:10][CH:11]=[C:6]([N:5]=[C:1]=[O:2])[CH:7]=1. The catalyst class is: 308.